From a dataset of Catalyst prediction with 721,799 reactions and 888 catalyst types from USPTO. Predict which catalyst facilitates the given reaction. (1) Reactant: [CH3:1][O:2][C:3]1[CH:4]=[C:5]([CH:29]=[C:30]([O:33][CH3:34])[C:31]=1[CH3:32])[C:6]([NH:8][CH2:9][C:10]1[CH:15]=[CH:14][C:13]([C:16]2[N:20]=[C:19]([CH3:21])[O:18][N:17]=2)=[CH:12][C:11]=1[NH:22][C:23](=[O:28])[C:24]([F:27])([F:26])[F:25])=[O:7].CI.[C:37](=O)([O-])[O-].[K+].[K+]. Product: [CH3:1][O:2][C:3]1[CH:4]=[C:5]([CH:29]=[C:30]([O:33][CH3:34])[C:31]=1[CH3:32])[C:6]([NH:8][CH2:9][C:10]1[CH:15]=[CH:14][C:13]([C:16]2[N:20]=[C:19]([CH3:21])[O:18][N:17]=2)=[CH:12][C:11]=1[N:22]([CH3:37])[C:23](=[O:28])[C:24]([F:26])([F:25])[F:27])=[O:7]. The catalyst class is: 21. (2) The catalyst class is: 78. Reactant: [C:1]1([CH:7]=[CH:8][C:9]([C:11]2[CH:16]=[CH:15][CH:14]=[CH:13][CH:12]=2)=[O:10])[CH:6]=[CH:5][CH:4]=[CH:3][CH:2]=1. Product: [C:11]1([C:9](=[O:10])[CH2:8][CH2:7][C:1]2[CH:2]=[CH:3][CH:4]=[CH:5][CH:6]=2)[CH:16]=[CH:15][CH:14]=[CH:13][CH:12]=1. (3) Reactant: [CH2:1]([O:3][C:4]([C:6]1[NH:7][C:8]2[C:13]([C:14]=1[NH:15][C:16]1[CH:21]=[CH:20][N:19]=[CH:18][CH:17]=1)=[CH:12][C:11]([F:22])=[CH:10][CH:9]=2)=[O:5])[CH3:2].[CH3:23]C(C)([O-])C.[K+].O1CCCC1.IC.[Cl-].[NH4+]. Product: [CH2:1]([O:3][C:4]([C:6]1[N:7]([CH3:23])[C:8]2[C:13]([C:14]=1[NH:15][C:16]1[CH:21]=[CH:20][N:19]=[CH:18][CH:17]=1)=[CH:12][C:11]([F:22])=[CH:10][CH:9]=2)=[O:5])[CH3:2]. The catalyst class is: 42. (4) Product: [O:19]=[C:15]1[C:16]2[C:11](=[CH:10][C:9]([C:31]([OH:32])=[O:1])=[CH:18][CH:17]=2)[CH2:12][CH2:13][NH:14]1. Reactant: [OH-:1].[K+].FC(F)(F)S(O[C:9]1[CH:10]=[C:11]2[C:16](=[CH:17][CH:18]=1)[C:15](=[O:19])[NH:14][CH2:13][CH2:12]2)(=O)=O.C(Cl)(Cl)Cl.CN1[C:31](=[O:32])CCC1. The catalyst class is: 267. (5) Reactant: [CH3:1][C:2]([O:5][C:6]([NH:8][C@H:9]([C:21](=O)[NH:22][CH3:23])[CH2:10][C:11]([O:13][CH2:14][C:15]1[CH:20]=[CH:19][CH:18]=[CH:17][CH:16]=1)=[O:12])=[O:7])([CH3:4])[CH3:3].P12(SP3(SP(SP(S3)(S1)=S)(=S)S2)=S)=[S:26].C([O-])(O)=O.[Na+]. Product: [CH3:1][C:2]([O:5][C:6]([NH:8][C@H:9]([C:21]([NH:22][CH3:23])=[S:26])[CH2:10][C:11]([O:13][CH2:14][C:15]1[CH:20]=[CH:19][CH:18]=[CH:17][CH:16]=1)=[O:12])=[O:7])([CH3:4])[CH3:3]. The catalyst class is: 1.